Dataset: Forward reaction prediction with 1.9M reactions from USPTO patents (1976-2016). Task: Predict the product of the given reaction. (1) Given the reactants [CH:1]1([O:6][C:7]2[C:12]([CH2:13][NH:14][C:15](=[O:37])[NH:16][C:17]3[CH:35]=[CH:34][C:20]([CH2:21][NH:22][S:23]([NH:26]C(=O)OC(C)(C)C)(=[O:25])=[O:24])=[C:19]([F:36])[CH:18]=3)=[CH:11][CH:10]=[C:9]([C:38]([F:41])([F:40])[F:39])[N:8]=2)[CH2:5][CH2:4][CH2:3][CH2:2]1.FC(F)(F)C(O)=O.C(=O)(O)[O-].[Na+], predict the reaction product. The product is: [F:36][C:19]1[CH:18]=[C:17]([NH:16][C:15]([NH:14][CH2:13][C:12]2[C:7]([O:6][CH:1]3[CH2:5][CH2:4][CH2:3][CH2:2]3)=[N:8][C:9]([C:38]([F:41])([F:40])[F:39])=[CH:10][CH:11]=2)=[O:37])[CH:35]=[CH:34][C:20]=1[CH2:21][NH:22][S:23](=[O:25])(=[O:24])[NH2:26]. (2) Given the reactants C[Al](C)C.[CH3:5][NH:6][CH3:7].C(O[C:11](=[O:41])[C:12]1[CH:17]=[CH:16][CH:15]=[C:14]([NH:18][C:19]([C:21]2[N:25]3[N:26]=[C:27]([NH:31][CH2:32][C:33]4[CH:38]=[CH:37][C:36]([O:39][CH3:40])=[CH:35][CH:34]=4)[CH:28]=[C:29]([CH3:30])[C:24]3=[N:23][CH:22]=2)=[O:20])[CH:13]=1)C, predict the reaction product. The product is: [CH3:5][N:6]([CH3:7])[C:11]([C:12]1[CH:13]=[C:14]([NH:18][C:19]([C:21]2[N:25]3[N:26]=[C:27]([NH:31][CH2:32][C:33]4[CH:34]=[CH:35][C:36]([O:39][CH3:40])=[CH:37][CH:38]=4)[CH:28]=[C:29]([CH3:30])[C:24]3=[N:23][CH:22]=2)=[O:20])[CH:15]=[CH:16][CH:17]=1)=[O:41]. (3) Given the reactants [C:1]([C:4]1[CH:5]=[C:6]2[C:10](=[CH:11][CH:12]=1)[NH:9][CH:8]=[C:7]2[CH2:13][C:14]1[CH:19]=[CH:18][C:17]([Cl:20])=[CH:16][C:15]=1[Cl:21])([OH:3])=O.C1(C2CCCCCCCCCC=2)CCCCCCCCNN=1.[CH2:44]([S:49]([NH2:52])(=[O:51])=[O:50])[CH2:45][CH2:46][CH2:47][CH3:48].Cl, predict the reaction product. The product is: [Cl:21][C:15]1[CH:16]=[C:17]([Cl:20])[CH:18]=[CH:19][C:14]=1[CH2:13][C:7]1[C:6]2[C:10](=[CH:11][CH:12]=[C:4]([C:1](=[O:3])[NH:52][S:49]([CH2:44][CH2:45][CH2:46][CH2:47][CH3:48])(=[O:51])=[O:50])[CH:5]=2)[NH:9][CH:8]=1. (4) Given the reactants [Cl:1][C:2]1[CH:7]=[CH:6][C:5]([CH:8]([C:33]2[CH:38]=[CH:37][C:36]([Cl:39])=[CH:35][CH:34]=2)[N:9]2[CH2:12][C:11](=[C:13]([C:18]3[CH:23]=[CH:22][CH:21]=[C:20]([N:24](C(OC(C)(C)C)=O)[CH3:25])[CH:19]=3)[S:14]([CH3:17])(=[O:16])=[O:15])[CH2:10]2)=[CH:4][CH:3]=1, predict the reaction product. The product is: [Cl:39][C:36]1[CH:37]=[CH:38][C:33]([CH:8]([C:5]2[CH:6]=[CH:7][C:2]([Cl:1])=[CH:3][CH:4]=2)[N:9]2[CH2:12][C:11](=[C:13]([C:18]3[CH:23]=[CH:22][CH:21]=[C:20]([NH:24][CH3:25])[CH:19]=3)[S:14]([CH3:17])(=[O:16])=[O:15])[CH2:10]2)=[CH:34][CH:35]=1. (5) Given the reactants [O:1]1[C:5]2[CH:6]=[CH:7][CH:8]=[CH:9][C:4]=2[CH:3]=[C:2]1[C:10]1[N:14]2[N:15]=[C:16]([N:19]3[C@H:23]([CH2:24][O:25]C4CCCCO4)[CH2:22][CH2:21][C:20]3=[O:32])[CH:17]=[CH:18][C:13]2=[N:12][CH:11]=1.O.CC1C=CC(S(O)(=O)=O)=CC=1, predict the reaction product. The product is: [O:1]1[C:5]2[CH:6]=[CH:7][CH:8]=[CH:9][C:4]=2[CH:3]=[C:2]1[C:10]1[N:14]2[N:15]=[C:16]([N:19]3[C@H:23]([CH2:24][OH:25])[CH2:22][CH2:21][C:20]3=[O:32])[CH:17]=[CH:18][C:13]2=[N:12][CH:11]=1.